Dataset: Full USPTO retrosynthesis dataset with 1.9M reactions from patents (1976-2016). Task: Predict the reactants needed to synthesize the given product. Given the product [CH3:11][NH:10][C:8](=[O:9])[C:4]1[CH:5]=[CH:6][CH:7]=[C:2]([C:13]#[C:12][Si:14]([CH3:17])([CH3:16])[CH3:15])[CH:3]=1, predict the reactants needed to synthesize it. The reactants are: I[C:2]1[CH:3]=[C:4]([C:8]([NH:10][CH3:11])=[O:9])[CH:5]=[CH:6][CH:7]=1.[C:12]([Si:14]([CH3:17])([CH3:16])[CH3:15])#[CH:13].CCN(CC)CC.